Dataset: Reaction yield outcomes from USPTO patents with 853,638 reactions. Task: Predict the reaction yield, written as a fraction of the theoretical maximum amount of product (1.0 means a 100% yield; for example, 0.34 means a 34% yield). The reactants are [Li+].C[Si]([N-][Si](C)(C)C)(C)C.[Cl:11][C:12]1[CH:13]=[C:14]([C:26](=[O:28])[CH3:27])[CH:15]=[N:16][C:17]=1[NH:18][C:19]1[CH:24]=[CH:23][C:22]([Cl:25])=[CH:21][CH:20]=1.[CH3:29][CH2:30][O:31]C(C)=O.Cl. The catalyst is C1COCC1.O. The product is [Cl:11][C:12]1[CH:13]=[C:14]([C:26](=[O:28])[CH2:27][C:30](=[O:31])[CH3:29])[CH:15]=[N:16][C:17]=1[NH:18][C:19]1[CH:20]=[CH:21][C:22]([Cl:25])=[CH:23][CH:24]=1. The yield is 0.650.